Regression. Given two drug SMILES strings and cell line genomic features, predict the synergy score measuring deviation from expected non-interaction effect. From a dataset of NCI-60 drug combinations with 297,098 pairs across 59 cell lines. Drug 1: C1CN1C2=NC(=NC(=N2)N3CC3)N4CC4. Drug 2: C1=NNC2=C1C(=O)NC=N2. Cell line: SN12C. Synergy scores: CSS=28.4, Synergy_ZIP=2.00, Synergy_Bliss=2.92, Synergy_Loewe=-18.4, Synergy_HSA=2.94.